This data is from Forward reaction prediction with 1.9M reactions from USPTO patents (1976-2016). The task is: Predict the product of the given reaction. (1) Given the reactants NC1N=C(N2CCC3(CN[C@H](C(O)=O)C3)CC2)C=C(O[C@H](C2C=C([C:39]3[CH:44]=[CH:43][CH:42]=[CH:41][C:40]=3[C:45]([O:47][CH2:48][CH3:49])=[O:46])C=CC=2N2C=CC(C)=N2)C(F)(F)F)N=1.[NH2:50][C:51]1[N:56]=[C:55]([N:57]2[CH2:79][CH2:78][C:60]3([CH2:64][N:63](C(OCC4C=CC=CC=4)=O)[C@H:62]([C:75]([OH:77])=[O:76])[CH2:61]3)[CH2:59][CH2:58]2)[CH:54]=[C:53]([O:80][C@H:81]([C:86]2[CH:91]=[CH:90][C:89]([Cl:92])=[CH:88][C:87]=2Br)[C:82]([F:85])([F:84])[F:83])[N:52]=1, predict the reaction product. The product is: [NH2:50][C:51]1[N:56]=[C:55]([N:57]2[CH2:79][CH2:78][C:60]3([CH2:64][NH:63][C@H:62]([C:75]([OH:77])=[O:76])[CH2:61]3)[CH2:59][CH2:58]2)[CH:54]=[C:53]([O:80][C@H:81]([C:86]2[CH:91]=[CH:90][C:89]([Cl:92])=[CH:88][C:87]=2[C:42]2[CH:43]=[CH:44][CH:39]=[C:40]([C:45]([O:47][CH2:48][CH3:49])=[O:46])[CH:41]=2)[C:82]([F:83])([F:85])[F:84])[N:52]=1. (2) Given the reactants [CH3:1][C:2]([N:7]1[CH2:12][CH2:11][N:10]([C:13]2[CH:18]=[CH:17][C:16]([C:19]([F:22])([F:21])[F:20])=[CH:15][N:14]=2)[CH2:9][CH2:8]1)([CH3:6])[C:3](O)=[O:4].O.[OH:24][C:25]1[C:33]2N=NN[C:29]=2[CH:28]=[CH:27][CH:26]=1.Cl.CN(C)[CH2:37][CH2:38][CH2:39][N:40]=C=NCC.[CH2:46](Cl)Cl, predict the reaction product. The product is: [CH3:6][C:2]([N:7]1[CH2:8][CH2:9][N:10]([C:13]2[CH:18]=[CH:17][C:16]([C:19]([F:20])([F:22])[F:21])=[CH:15][N:14]=2)[CH2:11][CH2:12]1)([C:3]([NH:40][CH:39]1[CH:27]2[CH2:26][C:25]3([OH:24])[CH2:37][CH:38]1[CH2:46][CH:29]([CH2:33]3)[CH2:28]2)=[O:4])[CH3:1]. (3) Given the reactants CC1C=CC(C(O[C@@H]([C@H](OC(=O)C2C=CC(C)=CC=2)C(O)=O)C(O)=O)=O)=CC=1.C[O:30][C:31](=[O:70])[CH2:32][C@H:33]1[C:42]2[C:37](=[C:38]([F:43])[CH:39]=[CH:40][CH:41]=2)[N:36]=[C:35]([N:44]2[CH2:49][CH2:48][N:47]([C:50]3[CH:55]=[CH:54][CH:53]=[C:52]([O:56][CH3:57])[CH:51]=3)[CH2:46][CH2:45]2)[N:34]1[C:58]1[CH:63]=[C:62]([C:64]([F:67])([F:66])[F:65])[CH:61]=[CH:60][C:59]=1[O:68][CH3:69].C(=O)(O)[O-].[Na+].O, predict the reaction product. The product is: [F:43][C:38]1[CH:39]=[CH:40][CH:41]=[C:42]2[C:37]=1[N:36]=[C:35]([N:44]1[CH2:45][CH2:46][N:47]([C:50]3[CH:55]=[CH:54][CH:53]=[C:52]([O:56][CH3:57])[CH:51]=3)[CH2:48][CH2:49]1)[N:34]([C:58]1[CH:63]=[C:62]([C:64]([F:67])([F:66])[F:65])[CH:61]=[CH:60][C:59]=1[O:68][CH3:69])[C@H:33]2[CH2:32][C:31]([OH:70])=[O:30]. (4) Given the reactants [C:1]([C:3]1[C:12]2[C:7](=[CH:8][CH:9]=[CH:10][CH:11]=2)[CH:6]=[C:5](B(O)O)[CH:4]=1)#[N:2].[CH2:16]([O:18][C:19](=[O:27])[C:20]1[CH:25]=[CH:24][N:23]=[C:22](Br)[CH:21]=1)[CH3:17].[F-].[Cs+], predict the reaction product. The product is: [CH2:16]([O:18][C:19](=[O:27])[C:20]1[CH:21]=[CH:22][N:23]=[C:24]([C:5]2[CH:4]=[C:3]([C:1]#[N:2])[C:12]3[C:7](=[CH:8][CH:9]=[CH:10][CH:11]=3)[CH:6]=2)[CH:25]=1)[CH3:17]. (5) Given the reactants [CH:1]12[O:8][CH:5]([CH2:6][CH2:7]1)[CH2:4][N:3]([C:9]1[S:10][CH:11]=[C:12]([C:14](OC)=[O:15])[N:13]=1)[CH2:2]2.[Li+].[BH4-].CO, predict the reaction product. The product is: [CH:5]12[O:8][CH:1]([CH2:7][CH2:6]1)[CH2:2][N:3]([C:9]1[S:10][CH:11]=[C:12]([CH2:14][OH:15])[N:13]=1)[CH2:4]2.